This data is from Peptide-MHC class I binding affinity with 185,985 pairs from IEDB/IMGT. The task is: Regression. Given a peptide amino acid sequence and an MHC pseudo amino acid sequence, predict their binding affinity value. This is MHC class I binding data. (1) The peptide sequence is YTPFNKLSV. The MHC is Mamu-B03 with pseudo-sequence Mamu-B03. The binding affinity (normalized) is 0. (2) The peptide sequence is AEMWAQDA. The MHC is HLA-B15:03 with pseudo-sequence HLA-B15:03. The binding affinity (normalized) is 0. (3) The peptide sequence is MQYLNPPPY. The MHC is HLA-A26:01 with pseudo-sequence HLA-A26:01. The binding affinity (normalized) is 0.406. (4) The peptide sequence is MQQSGDEAF. The MHC is HLA-A11:01 with pseudo-sequence HLA-A11:01. The binding affinity (normalized) is 0.0847. (5) The peptide sequence is MVRLPYKDA. The MHC is HLA-A30:01 with pseudo-sequence HLA-A30:01. The binding affinity (normalized) is 1.00. (6) The peptide sequence is AVFQPSTGNY. The MHC is HLA-A30:02 with pseudo-sequence HLA-A30:02. The binding affinity (normalized) is 0.716. (7) The peptide sequence is LSCTKNTSHH. The MHC is HLA-A68:01 with pseudo-sequence HLA-A68:01. The binding affinity (normalized) is 0.0123.